This data is from CYP3A4 inhibition data for predicting drug metabolism from PubChem BioAssay. The task is: Regression/Classification. Given a drug SMILES string, predict its absorption, distribution, metabolism, or excretion properties. Task type varies by dataset: regression for continuous measurements (e.g., permeability, clearance, half-life) or binary classification for categorical outcomes (e.g., BBB penetration, CYP inhibition). Dataset: cyp3a4_veith. (1) The compound is CCCCNN.O=C(O)C(=O)O. The result is 0 (non-inhibitor). (2) The compound is O=C1NC(c2ccccc2)=NC1(NS(=O)(=O)c1ccccc1)C(F)(F)F. The result is 0 (non-inhibitor). (3) The drug is O=S(=O)(NCc1cn2ccsc2n1)c1ccc(Oc2ccccc2)cc1. The result is 1 (inhibitor). (4) The compound is COc1ccccc1N1CCN(c2nc(-c3ccccc3)cc(C(F)(F)F)n2)CC1. The result is 0 (non-inhibitor). (5) The molecule is COc1cccc(-c2cc(C(F)(F)F)n3ncc(S(=O)(=O)c4ccccc4)c3n2)c1. The result is 1 (inhibitor).